This data is from Reaction yield outcomes from USPTO patents with 853,638 reactions. The task is: Predict the reaction yield, written as a fraction of the theoretical maximum amount of product (1.0 means a 100% yield; for example, 0.34 means a 34% yield). (1) The reactants are [Br:1][C:2]1[CH:3]=[C:4]([CH3:13])[C:5]2[NH:9][C:8]([NH:10][CH3:11])=[N:7][C:6]=2[CH:12]=1.C(N(C(C)C)CC)(C)C.[C:23](O[C:23]([O:25][C:26]([CH3:29])([CH3:28])[CH3:27])=[O:24])([O:25][C:26]([CH3:29])([CH3:28])[CH3:27])=[O:24]. The catalyst is CN(C)C=O. The product is [Br:1][C:2]1[CH:3]=[C:4]([CH3:13])[C:5]2[N:9]=[C:8]([NH:10][CH3:11])[N:7]([C:23]([O:25][C:26]([CH3:29])([CH3:28])[CH3:27])=[O:24])[C:6]=2[CH:12]=1. The yield is 0.510. (2) The reactants are [Li]CCCC.Br[C:7]1[CH:8]=[N:9][CH:10]=[C:11]([CH2:13][O:14][Si:15]([CH:22]([CH3:24])[CH3:23])([CH:19]([CH3:21])[CH3:20])[CH:16]([CH3:18])[CH3:17])[CH:12]=1.[CH3:25][C:26]([CH3:28])=[O:27]. The catalyst is C1(C)C=CC=CC=1. The product is [CH:16]([Si:15]([CH:22]([CH3:24])[CH3:23])([CH:19]([CH3:21])[CH3:20])[O:14][CH2:13][C:11]1[CH:12]=[C:7]([C:26]([OH:27])([CH3:28])[CH3:25])[CH:8]=[N:9][CH:10]=1)([CH3:18])[CH3:17]. The yield is 0.960. (3) The reactants are C([O:3][CH2:4][CH2:5][O:6][NH:7][C:8]([C:10]1[CH:15]=[CH:14][C:13](=[O:16])[N:12]([CH3:17])[C:11]=1[NH:18][C:19]1[CH:24]=[CH:23][C:22]([Br:25])=[CH:21][C:20]=1[F:26])=[O:9])=C.BrC1C=CC(NC2N(C)C(=O)C=CC=2C(O)=O)=C(F)C=1.C(OCCON)=C. No catalyst specified. The product is [OH:3][CH2:4][CH2:5][O:6][NH:7][C:8]([C:10]1[CH:15]=[CH:14][C:13](=[O:16])[N:12]([CH3:17])[C:11]=1[NH:18][C:19]1[CH:24]=[CH:23][C:22]([Br:25])=[CH:21][C:20]=1[F:26])=[O:9]. The yield is 0.600. (4) The reactants are C(OC(=O)[NH:7][CH2:8][C:9]1[CH:14]=[CH:13][C:12]([NH:15][C:16]([S:18][CH3:19])=[O:17])=[CH:11][CH:10]=1)(C)(C)C.[ClH:21]. The catalyst is C(OCC)(=O)C. The product is [ClH:21].[CH3:19][S:18][C:16]([NH:15][C:12]1[CH:13]=[CH:14][C:9]([CH2:8][NH2:7])=[CH:10][CH:11]=1)=[O:17]. The yield is 1.00. (5) The reactants are Cl.[CH3:2][C@@H:3]1[CH2:8][C@H:7]([C:9]([O:11][CH3:12])=[O:10])[CH2:6][CH2:5][NH:4]1.C(N(C(C)C)CC)(C)C.[C:22]([O:26][C:27](O[C:27]([O:26][C:22]([CH3:25])([CH3:24])[CH3:23])=[O:28])=[O:28])([CH3:25])([CH3:24])[CH3:23].C(O)(=O)C(O)=O. The catalyst is ClCCl. The product is [CH3:2][C@@H:3]1[CH2:8][C@H:7]([C:9]([O:11][CH3:12])=[O:10])[CH2:6][CH2:5][N:4]1[C:27]([O:26][C:22]([CH3:25])([CH3:24])[CH3:23])=[O:28]. The yield is 0.808. (6) The reactants are Br[C:2]1[CH:7]=[CH:6][CH:5]=[CH:4][C:3]=1[N+:8]([O-:10])=[O:9].[CH:11]([C:14]1[CH:20]=[CH:19][CH:18]=[C:17]([CH:21]([CH3:23])[CH3:22])[C:15]=1[NH2:16])([CH3:13])[CH3:12].C(=O)([O-])[O-].[Cs+].[Cs+]. The catalyst is C1(C)C=CC=CC=1.C1C=CC(/C=C/C(/C=C/C2C=CC=CC=2)=O)=CC=1.C1C=CC(/C=C/C(/C=C/C2C=CC=CC=2)=O)=CC=1.C1C=CC(/C=C/C(/C=C/C2C=CC=CC=2)=O)=CC=1.[Pd].[Pd].C1(P(C2CCCCC2)C2C=CC=CC=2C2C(OC)=CC=CC=2OC)CCCCC1. The product is [CH:21]([C:17]1[CH:18]=[CH:19][CH:20]=[C:14]([CH:11]([CH3:13])[CH3:12])[C:15]=1[NH:16][C:2]1[CH:7]=[CH:6][CH:5]=[CH:4][C:3]=1[N+:8]([O-:10])=[O:9])([CH3:23])[CH3:22]. The yield is 0.720. (7) The reactants are [O:1]=[S:2]1(=[O:19])[CH2:7][CH2:6][CH2:5][CH2:4][N:3]1[C:8]1[CH:18]=[CH:17][CH:16]=[CH:15][C:9]=1[C:10]([N:12]([OH:14])[CH3:13])=[NH:11].[C:20]([C:27]([O:29][CH2:30][CH3:31])=[O:28])#[C:21][C:22]([O:24][CH2:25][CH3:26])=[O:23]. The catalyst is C(O)C. The product is [CH2:30]([O:29][C:27]([C:20]1([CH2:21][C:22]([O:24][CH2:25][CH3:26])=[O:23])[O:14][N:12]([CH3:13])[C:10]([C:9]2[CH:15]=[CH:16][CH:17]=[CH:18][C:8]=2[N:3]2[CH2:4][CH2:5][CH2:6][CH2:7][S:2]2(=[O:1])=[O:19])=[N:11]1)=[O:28])[CH3:31]. The yield is 0.400. (8) The reactants are Br[C:2]1[C:3](=[O:27])[C:4]([O:19][CH2:20][C:21]2[CH:26]=[CH:25][CH:24]=[CH:23][CH:22]=2)=[C:5]2[C:10](=[O:11])[N:9]3[CH2:12][C@H:13]4[CH2:17][CH2:16][CH2:15][N:14]4[C@@H:8]3[CH2:7][N:6]2[CH:18]=1.[F:28][C:29]1[CH:36]=[C:35]([F:37])[CH:34]=[CH:33]C=1CN.CC[N:40]([CH:44]([CH3:46])C)[CH:41](C)C.CS(C)=[O:49]. The catalyst is C1C=CC(P(C2C=CC=CC=2)[C-]2C=CC=C2)=CC=1.C1C=CC(P(C2C=CC=CC=2)[C-]2C=CC=C2)=CC=1.[Fe+2]. The product is [F:28][C:29]1[CH:36]=[C:35]([F:37])[CH:34]=[CH:33][C:46]=1[CH2:44][NH:40][C:41]([C:2]1[C:3](=[O:27])[C:4]([O:19][CH2:20][C:21]2[CH:26]=[CH:25][CH:24]=[CH:23][CH:22]=2)=[C:5]2[C:10](=[O:11])[N:9]3[CH2:12][C@H:13]4[CH2:17][CH2:16][CH2:15][N:14]4[C@@H:8]3[CH2:7][N:6]2[CH:18]=1)=[O:49]. The yield is 0.560. (9) The reactants are C[O:2][C:3]([C:5]1[C:6]([C:14]2[CH:19]=[CH:18][CH:17]=[CH:16][C:15]=2[N+:20]([O-:22])=[O:21])=[CH:7][CH:8]=[C:9]([C:11](=[S:13])[NH2:12])[CH:10]=1)=[O:4].Br[CH2:24][C:25]([C:27]1[CH:32]=[CH:31][C:30]([Cl:33])=[CH:29][C:28]=1[Cl:34])=O. No catalyst specified. The product is [Cl:34][C:28]1[CH:29]=[C:30]([Cl:33])[CH:31]=[CH:32][C:27]=1[C:25]1[N:12]=[C:11]([C:9]2[CH:10]=[C:5]([C:3]([OH:2])=[O:4])[C:6]([C:14]3[CH:19]=[CH:18][CH:17]=[CH:16][C:15]=3[N+:20]([O-:22])=[O:21])=[CH:7][CH:8]=2)[S:13][CH:24]=1. The yield is 0.0800. (10) The product is [ClH:1].[CH:2]1([NH:7][C:8](=[O:17])[O:9][CH2:10][CH:11]2[CH2:12][CH2:13][N:14]([CH2:28][CH2:29][O:30][CH3:31])[CH2:15][CH2:16]2)[CH2:3][CH2:4][CH2:5][CH2:6]1. The catalyst is C(Cl)Cl.CCOCC. The yield is 0.170. The reactants are [ClH:1].[CH:2]1([NH:7][C:8](=[O:17])[O:9][CH2:10][CH:11]2[CH2:16][CH2:15][NH:14][CH2:13][CH2:12]2)[CH2:6][CH2:5][CH2:4][CH2:3]1.CCN(C(C)C)C(C)C.Br[CH2:28][CH2:29][O:30][CH3:31].C([O-])([O-])=O.[Na+].[Na+].Cl.